From a dataset of Full USPTO retrosynthesis dataset with 1.9M reactions from patents (1976-2016). Predict the reactants needed to synthesize the given product. (1) Given the product [C:61]([CH2:60][CH2:59][CH2:58][N:9]([CH3:8])[C@H:10]([C:14]([NH:16][C@H:17]([C:21]([N:23]([C@@H:25]([C@@H:53]([CH3:56])[CH2:54][CH3:55])[C@H:26]([O:51][CH3:52])[CH2:27][C:28]([N:30]1[CH2:34][CH2:33][CH2:32][C@H:31]1[C@H:35]([O:49][CH3:50])[C@@H:36]([CH3:48])[C:37](=[O:47])[NH:38][CH2:39][CH2:40][C:41]1[CH:42]=[CH:43][CH:44]=[CH:45][CH:46]=1)=[O:29])[CH3:24])=[O:22])[CH:18]([CH3:19])[CH3:20])=[O:15])[CH:11]([CH3:13])[CH3:12])([OH:63])=[O:62], predict the reactants needed to synthesize it. The reactants are: FC(F)(F)C(O)=O.[CH3:8][NH:9][C@H:10]([C:14]([NH:16][C@H:17]([C:21]([N:23]([C@@H:25]([C@@H:53]([CH3:56])[CH2:54][CH3:55])[C@H:26]([O:51][CH3:52])[CH2:27][C:28]([N:30]1[CH2:34][CH2:33][CH2:32][C@H:31]1[C@H:35]([O:49][CH3:50])[C@@H:36]([CH3:48])[C:37](=[O:47])[NH:38][CH2:39][CH2:40][C:41]1[CH:46]=[CH:45][CH:44]=[CH:43][CH:42]=1)=[O:29])[CH3:24])=[O:22])[CH:18]([CH3:20])[CH3:19])=[O:15])[CH:11]([CH3:13])[CH3:12].O=[CH:58][CH2:59][CH2:60][C:61]([OH:63])=[O:62].C([BH3-])#N.[Na+]. (2) Given the product [C:1]([O:5][C:6]([NH:8][CH2:9][CH2:10][CH2:11][C@@H:12]([CH2:30][C:31]1[N:32]=[CH:33][N:34]2[C:43]3[C:38](=[CH:39][C:40]([CH2:44][CH2:45][CH3:46])=[CH:41][CH:42]=3)[CH2:37][CH2:36][C:35]=12)[C:13]([OH:15])=[O:14])=[O:7])([CH3:4])([CH3:3])[CH3:2], predict the reactants needed to synthesize it. The reactants are: [C:1]([O:5][C:6]([NH:8][CH2:9][CH2:10][CH2:11][C@@H:12]([CH2:30][C:31]1[N:32]=[CH:33][N:34]2[C:43]3[C:38](=[CH:39][C:40]([CH2:44][CH2:45][CH3:46])=[CH:41][CH:42]=3)[CH2:37][CH2:36][C:35]=12)[C:13]([O:15][C@H](C1C=CC=CC=1)[C@@H](N1CCCC1)C)=[O:14])=[O:7])([CH3:4])([CH3:3])[CH3:2].